This data is from Experimental lipophilicity measurements (octanol/water distribution) for 4,200 compounds from AstraZeneca. The task is: Regression/Classification. Given a drug SMILES string, predict its absorption, distribution, metabolism, or excretion properties. Task type varies by dataset: regression for continuous measurements (e.g., permeability, clearance, half-life) or binary classification for categorical outcomes (e.g., BBB penetration, CYP inhibition). For this dataset (lipophilicity_astrazeneca), we predict Y. (1) The molecule is CS(=O)(=O)c1ccc(-c2cc(C(F)(F)F)ccc2OCC(=O)O)c(Cl)c1. The Y is -0.520 logD. (2) The compound is CCCN(CCCOCCOCCc1ccccc1)CCc1ccc(O)c2nc(O)sc12. The Y is 2.74 logD. (3) The molecule is CN1CCc2c1nc1ccccc1c2NC(=O)Cc1ccccc1. The Y is 2.80 logD. (4) The molecule is N=C(N)N1CCc2ccccc2C1. The Y is -1.01 logD. (5) The drug is COc1cccc(CNc2nc(NC(C)C)nc3ccsc23)c1OC. The Y is 3.70 logD. (6) The molecule is Cc1ccc(Oc2ccc(OCC(=O)Nc3ccncc3)cc2)cc1. The Y is 4.30 logD. (7) The molecule is O=C(O)COCCN1CCN(C(c2ccccc2)c2ccc(Cl)cc2)CC1. The Y is 1.27 logD. (8) The drug is Nc1nnc(-c2ccccc2)s1. The Y is 1.80 logD. (9) The compound is CC(C)(C#N)c1cnc(N2CCN(C(=O)[C@@H]3CCCC[C@H]3C(=O)NC3(C#N)CC3)CC2)s1. The Y is 1.90 logD.